This data is from Full USPTO retrosynthesis dataset with 1.9M reactions from patents (1976-2016). The task is: Predict the reactants needed to synthesize the given product. (1) Given the product [C:20]1([CH2:19][O:18][C:16]2[CH:15]=[C:10]([CH:9]=[C:8]([O:7][C:27]3[CH:32]=[CH:31][C:30]([S:33]([CH3:36])(=[O:35])=[O:34])=[CH:29][CH:28]=3)[CH:17]=2)[C:11]([O:13][CH3:14])=[O:12])[CH:25]=[CH:24][CH:23]=[CH:22][CH:21]=1, predict the reactants needed to synthesize it. The reactants are: C(=O)([O-])[O-].[K+].[K+].[OH:7][C:8]1[CH:9]=[C:10]([CH:15]=[C:16]([O:18][CH2:19][C:20]2[CH:25]=[CH:24][CH:23]=[CH:22][CH:21]=2)[CH:17]=1)[C:11]([O:13][CH3:14])=[O:12].F[C:27]1[CH:32]=[CH:31][C:30]([S:33]([CH3:36])(=[O:35])=[O:34])=[CH:29][CH:28]=1. (2) The reactants are: F[C:2]1[CH:10]=[CH:9][C:8]([S:11]([CH3:14])(=[O:13])=[O:12])=[CH:7][C:3]=1[C:4]([OH:6])=[O:5].[F:15][C:16]([F:22])([F:21])[CH:17]([OH:20])[CH2:18][CH3:19]. Given the product [CH3:14][S:11]([C:8]1[CH:9]=[CH:10][C:2]([O:20][CH:17]([C:16]([F:22])([F:21])[F:15])[CH2:18][CH3:19])=[C:3]([CH:7]=1)[C:4]([OH:6])=[O:5])(=[O:13])=[O:12], predict the reactants needed to synthesize it. (3) Given the product [Br:8][C:6]1[C:5]([F:9])=[CH:4][C:3]2[O:10][C:13](=[O:14])[NH:1][C:2]=2[CH:7]=1, predict the reactants needed to synthesize it. The reactants are: [NH2:1][C:2]1[CH:7]=[C:6]([Br:8])[C:5]([F:9])=[CH:4][C:3]=1[OH:10].C1C[O:14][CH2:13]C1.C1N=CN(C(N2C=NC=C2)=O)C=1. (4) Given the product [C:1]([O:4][CH2:5][C@@H:6]1[C@@H:11]([O:12][CH2:13][C:14]2[CH:19]=[CH:18][CH:17]=[CH:16][CH:15]=2)[C@H:10]([CH:20]=[O:48])[C@H:9]([O:22][CH2:23][C:24]2[CH:25]=[CH:26][CH:27]=[CH:28][CH:29]=2)[C@@H:8]([O:30][C:31]2[CH:32]=[CH:33][C:34]([C:37]3[CH:42]=[CH:41][CH:40]=[C:39]([C:43](=[O:46])[NH:44][CH3:45])[CH:38]=3)=[CH:35][CH:36]=2)[O:7]1)(=[O:3])[CH3:2], predict the reactants needed to synthesize it. The reactants are: [C:1]([O:4][CH2:5][C@@H:6]1[C@@H:11]([O:12][CH2:13][C:14]2[CH:19]=[CH:18][CH:17]=[CH:16][CH:15]=2)[C@H:10]([CH:20]=C)[C@H:9]([O:22][CH2:23][C:24]2[CH:29]=[CH:28][CH:27]=[CH:26][CH:25]=2)[C@@H:8]([O:30][C:31]2[CH:36]=[CH:35][C:34]([C:37]3[CH:42]=[CH:41][CH:40]=[C:39]([C:43](=[O:46])[NH:44][CH3:45])[CH:38]=3)=[CH:33][CH:32]=2)[O:7]1)(=[O:3])[CH3:2].C[OH:48].C1(P(C2C=CC=CC=2)C2C=CC=CC=2)C=CC=CC=1. (5) Given the product [Br:1][C:2]1[CH:3]=[CH:4][C:5]([C:8]([NH:25][CH2:24][C:21]2[CH:22]=[CH:23][C:18]([C:16]3[CH:15]=[CH:14][N:13]=[C:12]([F:11])[CH:17]=3)=[N:19][CH:20]=2)=[O:10])=[N:6][CH:7]=1, predict the reactants needed to synthesize it. The reactants are: [Br:1][C:2]1[CH:3]=[CH:4][C:5]([C:8]([OH:10])=O)=[N:6][CH:7]=1.[F:11][C:12]1[CH:17]=[C:16]([C:18]2[CH:23]=[CH:22][C:21]([CH2:24][NH2:25])=[CH:20][N:19]=2)[CH:15]=[CH:14][N:13]=1.CN(C(ON1N=NC2C=CC=NC1=2)=[N+](C)C)C.F[P-](F)(F)(F)(F)F.CCN(C(C)C)C(C)C. (6) Given the product [NH2:13][C:14]1[C:10]([NH2:11])=[N:9][C:8]([NH2:1])=[N:7][CH:15]=1, predict the reactants needed to synthesize it. The reactants are: [N:1]1C=CC=NC=1.[N:7]1[CH:15]=[C:14]2[C:10]([N:11]=C[NH:13]2)=[N:9][CH:8]=1.S(S([O-])=O)([O-])=O.[Na+].[Na+].